From a dataset of Full USPTO retrosynthesis dataset with 1.9M reactions from patents (1976-2016). Predict the reactants needed to synthesize the given product. (1) Given the product [NH2:9][C:8]1[CH:5]=[CH:4][C:12]([CH2:11][C:10]#[N:9])=[CH:13][C:8]=1[C:5]1[CH2:6][CH2:7][CH2:2][CH2:3][CH:4]=1, predict the reactants needed to synthesize it. The reactants are: C[C:2]1(C)[CH2:7][CH2:6][C:5]([C:8]2[C:13]([N+]([O-])=O)=[CH:12][CH:11]=[CH:10][N:9]=2)=[CH:4][CH2:3]1.C([O-])([O-])=O.[Na+].[Na+]. (2) Given the product [O:1]=[C:2]1[CH2:7][CH2:6][CH:5]([C:8]([O:10][NH:15][C:13](=[NH:12])[CH3:14])=[O:9])[CH2:4][CH2:3]1, predict the reactants needed to synthesize it. The reactants are: [O:1]=[C:2]1[CH2:7][CH2:6][CH:5]([C:8]([OH:10])=[O:9])[CH2:4][CH2:3]1.O[NH:12][C:13](=[NH:15])[CH3:14].OC1C2N=NNC=2C=CC=1.C(N=C=NC(C)C)(C)C.[OH-].[Na+]. (3) Given the product [CH2:1]([O:3][C:4]([C@@H:6]1[CH2:10][CH2:9][C@H:8]([NH:11][C:12]2[CH:17]=[CH:16][C:15]([C:18](=[NH:19])[NH:21][OH:22])=[CH:14][C:13]=2[CH3:20])[CH2:7]1)=[O:5])[CH3:2], predict the reactants needed to synthesize it. The reactants are: [CH2:1]([O:3][C:4]([C@@H:6]1[CH2:10][CH2:9][C@H:8]([NH:11][C:12]2[CH:17]=[CH:16][C:15]([C:18]#[N:19])=[CH:14][C:13]=2[CH3:20])[CH2:7]1)=[O:5])[CH3:2].[NH2:21][OH:22]. (4) Given the product [C:1]1([C:7]2[CH:8]=[C:9]([C:16]([NH2:20])=[O:18])[C:10]3[CH:11]=[N:12][NH:13][C:14]=3[CH:15]=2)[CH:6]=[CH:5][CH:4]=[CH:3][CH:2]=1, predict the reactants needed to synthesize it. The reactants are: [C:1]1([C:7]2[CH:8]=[C:9]([C:16]([O:18]C)=O)[C:10]3[CH:11]=[N:12][NH:13][C:14]=3[CH:15]=2)[CH:6]=[CH:5][CH:4]=[CH:3][CH:2]=1.[NH3:20]. (5) Given the product [CH2:29]([C:31]1([CH2:36][CH3:37])[CH2:35][CH2:34][N:33]([CH2:2][C:3]2[N:4]([CH3:28])[C:5]3[C:10]([N:11]=2)=[C:9]([N:12]2[CH2:17][CH2:16][O:15][CH2:14][CH2:13]2)[N:8]=[C:7]([N:18]2[C:22]4[CH:23]=[CH:24][CH:25]=[CH:26][C:21]=4[N:20]=[C:19]2[CH3:27])[N:6]=3)[CH2:32]1)[CH3:30], predict the reactants needed to synthesize it. The reactants are: Br[CH2:2][C:3]1[N:4]([CH3:28])[C:5]2[C:10]([N:11]=1)=[C:9]([N:12]1[CH2:17][CH2:16][O:15][CH2:14][CH2:13]1)[N:8]=[C:7]([N:18]1[C:22]3[CH:23]=[CH:24][CH:25]=[CH:26][C:21]=3[N:20]=[C:19]1[CH3:27])[N:6]=2.[CH2:29]([C:31]1([CH2:36][CH3:37])[CH2:35][CH2:34][NH:33][CH2:32]1)[CH3:30]. (6) Given the product [Cl:1][C:2]1[CH:7]=[C:6]2[NH:8][C:9](=[O:43])[C:10]3([CH:15]([C:16]4[CH:21]=[C:20]([Cl:22])[CH:19]=[CH:18][C:17]=4[O:23][C:24]([C:31]([NH:60][S:57]([CH3:56])(=[O:59])=[O:58])=[O:33])([CH2:25][CH2:26][CH3:27])[CH2:28][CH2:29][CH3:30])[CH2:14][C:13](=[O:34])[NH:12][CH:11]3[C:35]3[CH:40]=[C:39]([F:41])[CH:38]=[CH:37][C:36]=3[CH3:42])[C:5]2=[CH:4][CH:3]=1, predict the reactants needed to synthesize it. The reactants are: [Cl:1][C:2]1[CH:7]=[C:6]2[NH:8][C:9](=[O:43])[C:10]3([CH:15]([C:16]4[CH:21]=[C:20]([Cl:22])[CH:19]=[CH:18][C:17]=4[O:23][C:24]([C:31]([OH:33])=O)([CH2:28][CH2:29][CH3:30])[CH2:25][CH2:26][CH3:27])[CH2:14][C:13](=[O:34])[NH:12][CH:11]3[C:35]3[CH:40]=[C:39]([F:41])[CH:38]=[CH:37][C:36]=3[CH3:42])[C:5]2=[CH:4][CH:3]=1.C1N=CN(C(N2C=NC=C2)=O)C=1.[CH3:56][S:57]([NH2:60])(=[O:59])=[O:58].[H-].[Na+].Cl. (7) Given the product [OH:25][C:24]1[C:23]([CH3:26])=[CH:22][C:19]([CH2:20][CH2:8][C:7]([C:5]2[S:6][C:2]([CH3:1])=[C:3]([C:10]3[CH:15]=[CH:14][CH:13]=[CH:12][CH:11]=3)[CH:4]=2)=[O:9])=[CH:18][C:17]=1[CH3:16], predict the reactants needed to synthesize it. The reactants are: [CH3:1][C:2]1[S:6][C:5]([C:7](=[O:9])[CH3:8])=[CH:4][C:3]=1[C:10]1[CH:15]=[CH:14][CH:13]=[CH:12][CH:11]=1.[CH3:16][C:17]1[CH:18]=[C:19]([CH:22]=[C:23]([CH3:26])[C:24]=1[OH:25])[CH:20]=O. (8) Given the product [Br:11][C:8]1[CH:9]=[CH:10][C:5]([C:3]([OH:4])=[O:2])=[N:6][C:7]=1[C:12]#[N:13], predict the reactants needed to synthesize it. The reactants are: C[O:2][C:3]([C:5]1[CH:10]=[CH:9][C:8]([Br:11])=[C:7]([C:12]#[N:13])[N:6]=1)=[O:4].Cl.